The task is: Binary Classification. Given a drug SMILES string, predict its activity (active/inactive) in a high-throughput screening assay against a specified biological target.. This data is from HIV replication inhibition screening data with 41,000+ compounds from the AIDS Antiviral Screen. (1) The molecule is C=CCN(CCNS(=O)(=O)c1ccc(C)cc1)S(=O)(=O)c1ccc(C)cc1. The result is 0 (inactive). (2) The molecule is Cc1nc(-c2cc3ccccc3oc2=O)cs1. The result is 0 (inactive). (3) The molecule is CCOP(=O)(OCC)C(F)=Cc1ccc(F)cc1. The result is 0 (inactive). (4) The drug is C=C1C(C(=O)OC)C1C(=O)OC. The result is 1 (active). (5) The drug is O=C(NNC(=O)c1ccccn1)c1ccccn1. The result is 0 (inactive). (6) The molecule is CCC1(CCCC=C(c2cc(Cl)c(OC)c(CO)c2)c2cc(Cl)c(OC)c(CO)c2)OCCO1. The result is 0 (inactive). (7) The drug is O=C(O)C=CSCCC(=O)O. The result is 0 (inactive). (8) The compound is CCCCCCC1CC(=O)C2CCCCC23CC(Cl)CN13.CCCCCCC1CC(=O)C2CCCCC23CCC(CCl)N13. The result is 0 (inactive). (9) The molecule is CC1CCOC(Sc2ccccc2)C1. The result is 0 (inactive). (10) The compound is O=C(O)CCC(NC(=O)c1ccc(Nc2nc3ccccc3nc2C(=O)O)cc1)C(=O)O. The result is 0 (inactive).